This data is from Full USPTO retrosynthesis dataset with 1.9M reactions from patents (1976-2016). The task is: Predict the reactants needed to synthesize the given product. (1) Given the product [CH2:1]([O:8][C:9]([C:11]1[CH:12]=[C:13]([CH:17]2[C:26]([CH3:28])([CH3:27])[CH2:25][C:24]3[C:19](=[C:20]([C:30]([O:32][CH3:33])=[O:31])[CH:21]=[CH:22][CH:23]=3)[NH:18]2)[CH:14]=[CH:15][CH:16]=1)=[O:10])[C:2]1[CH:7]=[CH:6][CH:5]=[CH:4][CH:3]=1, predict the reactants needed to synthesize it. The reactants are: [CH2:1]([O:8][C:9]([C:11]1[CH:12]=[C:13]([CH:17]2[C:26]([CH3:28])([CH3:27])[CH:25](O)[C:24]3[C:19](=[C:20]([C:30]([O:32][CH3:33])=[O:31])[CH:21]=[CH:22][CH:23]=3)[NH:18]2)[CH:14]=[CH:15][CH:16]=1)=[O:10])[C:2]1[CH:7]=[CH:6][CH:5]=[CH:4][CH:3]=1.C([SiH](CC)CC)C.FC(F)(F)C(O)=O.C(=O)([O-])[O-].[Na+].[Na+]. (2) Given the product [C:29]1([S:35]([NH:38][C:2]2([C:26]#[N:27])[CH2:3][CH2:4][N:5]([C:8]3[CH:13]=[CH:12][C:11]([N:14]4[CH2:18][C@H:17]([CH2:19][NH:20][C:21](=[O:23])[CH3:22])[O:16][C:15]4=[O:24])=[CH:10][C:9]=3[F:25])[CH2:6][CH2:7]2)(=[O:37])=[O:36])[CH:34]=[CH:33][CH:32]=[CH:31][CH:30]=1, predict the reactants needed to synthesize it. The reactants are: O=[C:2]1[CH2:7][CH2:6][N:5]([C:8]2[CH:13]=[CH:12][C:11]([N:14]3[CH2:18][C@H:17]([CH2:19][NH:20][C:21](=[O:23])[CH3:22])[O:16][C:15]3=[O:24])=[CH:10][C:9]=2[F:25])[CH2:4][CH2:3]1.[C-:26]#[N:27].[Na+].[C:29]1([S:35]([NH2:38])(=[O:37])=[O:36])[CH:34]=[CH:33][CH:32]=[CH:31][CH:30]=1. (3) Given the product [Cl:44][C:41]1[CH:42]=[CH:43][C:38]([C:35]2[CH:34]=[CH:33][C:32]([CH2:31][CH2:30][C@H:21]3[O:22][C@@H:23]4[O:24][C:25]([CH3:28])([CH3:29])[O:26][C@@H:27]4[C@@H:20]3[CH2:19][CH2:18][N:5]3[C:1](=[O:11])[C:2]4[C:3](=[CH:7][CH:8]=[CH:9][CH:10]=4)[C:4]3=[O:6])=[CH:37][CH:36]=2)=[CH:39][CH:40]=1, predict the reactants needed to synthesize it. The reactants are: [C:1]1(=[O:11])[NH:5][C:4](=[O:6])[C:3]2=[CH:7][CH:8]=[CH:9][CH:10]=[C:2]12.[K].CS(O[CH2:18][CH2:19][C@H:20]1[C@@H:27]2[C@@H:23]([O:24][C:25]([CH3:29])([CH3:28])[O:26]2)[O:22][C@@H:21]1[CH2:30][CH2:31][C:32]1[CH:37]=[CH:36][C:35]([C:38]2[CH:43]=[CH:42][C:41]([Cl:44])=[CH:40][CH:39]=2)=[CH:34][CH:33]=1)(=O)=O.C(OCC)(=O)C.O.